Predict the reaction yield, written as a fraction of the theoretical maximum amount of product (1.0 means a 100% yield; for example, 0.34 means a 34% yield). From a dataset of Reaction yield outcomes from USPTO patents with 853,638 reactions. (1) The reactants are C(=O)(O)O.[NH2:5][NH:6][C:7]([NH2:9])=[NH:8].Cl[C:11](=[O:17])[C:12]([O:14][CH2:15][CH3:16])=[O:13]. The catalyst is N1C=CC=CC=1. The product is [CH2:15]([O:14][C:12](=[O:13])[C:11]([NH:5][NH:6][C:7](=[NH:9])[NH2:8])=[O:17])[CH3:16]. The yield is 0.190. (2) The reactants are [Br:1][C:2]1[CH:3]=[CH:4][C:5]2[N:6]([C:8]([C:11]3[CH:20]=[CH:19][C:18]4[C:13](=[C:14]([O:21][CH2:22][C:23]([CH3:34])([CH3:33])[CH2:24][NH:25]C(=O)OC(C)(C)C)[CH:15]=[CH:16][CH:17]=4)[N:12]=3)=[N:9][N:10]=2)[CH:7]=1.C(O)(C(F)(F)F)=O.[Cl:42]CCl. No catalyst specified. The product is [ClH:42].[ClH:42].[Br:1][C:2]1[CH:3]=[CH:4][C:5]2[N:6]([C:8]([C:11]3[CH:20]=[CH:19][C:18]4[C:13](=[C:14]([O:21][CH2:22][C:23]([CH3:34])([CH3:33])[CH2:24][NH2:25])[CH:15]=[CH:16][CH:17]=4)[N:12]=3)=[N:9][N:10]=2)[CH:7]=1. The yield is 0.410.